Dataset: Tyrosyl-DNA phosphodiesterase HTS with 341,365 compounds. Task: Binary Classification. Given a drug SMILES string, predict its activity (active/inactive) in a high-throughput screening assay against a specified biological target. (1) The drug is S(=O)(=O)(c1cc2cc(C(C)(C)C)cc(O)c2oc1=O)c1ccc(OC)cc1. The result is 0 (inactive). (2) The molecule is O=C(N1C(CCC1)C(O)=O)C1CCN(CC1)C(OC(C)(C)C)=O. The result is 0 (inactive). (3) The compound is Clc1c(C(=O)NC2CCCC2)cc(S(=O)(=O)N2CCCC2)cc1. The result is 0 (inactive). (4) The result is 0 (inactive). The molecule is O=C1c2c(C(=O)c3c1cccc3)ccc(c2N)C(O)=O. (5) The compound is O(c1ccc(C=2Nc3c(N=C(N2)c2ccccc2)ccc(c3)C)cc1)C. The result is 0 (inactive). (6) The drug is Clc1ccc(CC(=O)Nc2cc(ccc2)c2oc(nn2)c2occc2)cc1. The result is 0 (inactive).